This data is from Catalyst prediction with 721,799 reactions and 888 catalyst types from USPTO. The task is: Predict which catalyst facilitates the given reaction. Reactant: [N:1]([CH2:4][CH2:5][NH:6][C:7](=[O:21])[CH2:8][CH2:9][CH2:10][CH2:11][CH2:12][CH2:13][CH2:14][CH2:15]CCCCC)=[N+:2]=[N-:3].N([CH2:25][CH2:26]N)=[N+]=[N-].C(N(CC)CC)C. Product: [N:1]([CH2:4][CH2:5][NH:6][C:7](=[O:21])[C:8]1[CH:9]=[CH:10][C:11]([CH2:12][CH2:13][CH2:14][CH3:15])=[CH:26][CH:25]=1)=[N+:2]=[N-:3]. The catalyst class is: 4.